From a dataset of Experimentally validated miRNA-target interactions with 360,000+ pairs, plus equal number of negative samples. Binary Classification. Given a miRNA mature sequence and a target amino acid sequence, predict their likelihood of interaction. (1) The miRNA is hsa-miR-22-3p with sequence AAGCUGCCAGUUGAAGAACUGU. The protein sequence of the target gene is MGALARALPSILLALLLTSTPEALGANPGLVARITDKGLQYAAQEGLLALQSELLRITLPDFTGDLRIPHVGRGRYEFHSLNIHSCELLHSALRPVPGQGLSLSISDSSIRVQGRWKVRKSFFKLQGSFDVSVKGISISVNLLLGSESSGRPTVTASSCSSDIADVEVDMSGDLGWLLNLFHNQIESKFQKVLESRICEMIQKSVSSDLQPYLQTLPVTTEIDSFADIDYSLVEAPRATAQMLEVMFKGEIFHRNHRSPVTLLAAVMSLPEEHNKMVYFAISDYVFNTASLVYHEEGYLN.... Result: 1 (interaction). (2) The miRNA is mmu-miR-200b-5p with sequence CAUCUUACUGGGCAGCAUUGGA. The protein sequence of the target gene is MEGSPIPVLTVPTAPYEDQRPAGGGGLRRPTGLFEGQRNYLPNFIQSVLSSIDLRDRQGCTMVVGSDGRYFSRTAIEIVVQMAAANGIGRLIIGQNGILSTPAVSCIIRKIKAAGGIILTASHCPGGPGGEFGVKFNVANGGPAPDVVSDKIYQISKTIEEYAICPDLRIDLSRLGRQEFDLENKFKPFRVEIVDPVDIYLNLLRTIFDFHAIKGLLTGPSQLKIRIDAMHGVMGPYVRKVLCDELGAPANSAINCVPLEDFGGQHPDPNLTYATTLLEAMKGGEYGFGAAFDADGDRYM.... Result: 0 (no interaction).